Dataset: Reaction yield outcomes from USPTO patents with 853,638 reactions. Task: Predict the reaction yield, written as a fraction of the theoretical maximum amount of product (1.0 means a 100% yield; for example, 0.34 means a 34% yield). (1) The reactants are [NH2:1][C@@H:2]([C@@H:5]([CH3:8])[CH2:6][CH3:7])[CH2:3][OH:4]. The catalyst is O1CCOCC1. The product is [CH:5]([CH:2]1[NH:1][C:3](=[O:4])[CH:2]([CH:5]([CH2:6][CH3:7])[CH3:8])[NH:1][C:3]1=[O:4])([CH2:6][CH3:7])[CH3:8]. The yield is 0.720. (2) The reactants are [OH:1][C:2]1[CH:9]=[CH:8][C:7]([CH3:10])=[CH:6][C:3]=1[CH:4]=[O:5].Cl[C:12]1[C:21]2[C:16](=[CH:17][C:18]([O:24][CH3:25])=[C:19]([O:22][CH3:23])[CH:20]=2)[N:15]=[CH:14][CH:13]=1. The catalyst is CN(C)C1C=CN=CC=1.ClC1C=CC=CC=1Cl. The product is [CH3:23][O:22][C:19]1[CH:20]=[C:21]2[C:16](=[CH:17][C:18]=1[O:24][CH3:25])[N:15]=[CH:14][CH:13]=[C:12]2[O:1][C:2]1[CH:9]=[CH:8][C:7]([CH3:10])=[CH:6][C:3]=1[CH:4]=[O:5]. The yield is 0.960. (3) The reactants are [I-].[Br:2][C:3]1[CH:4]=[C:5]([CH:17]=[CH:18][CH:19]=1)[CH2:6][CH:7]([C:13]([O:15]C)=[O:14])[CH2:8][N+](C)(C)C.[OH-].[Na+].Cl. No catalyst specified. The product is [Br:2][C:3]1[CH:4]=[C:5]([CH:17]=[CH:18][CH:19]=1)[CH2:6][C:7](=[CH2:8])[C:13]([OH:15])=[O:14]. The yield is 0.850. (4) The reactants are Br.[NH2:2][CH2:3][CH2:4][CH2:5][CH2:6][C:7]1[CH:12]=[CH:11][C:10]([OH:13])=[CH:9][CH:8]=1.[C:14]1(=O)[O:19][C:17](=[O:18])[C:16]2=[CH:20][CH:21]=[CH:22][CH:23]=[C:15]12.C(N(CC)CC)C. The catalyst is C(Cl)(Cl)Cl. The product is [OH:13][C:10]1[CH:9]=[CH:8][C:7]([CH2:6][CH2:5][CH2:4][CH2:3][N:2]2[C:17](=[O:18])[C:16]3[C:15](=[CH:23][CH:22]=[CH:21][CH:20]=3)[C:14]2=[O:19])=[CH:12][CH:11]=1. The yield is 0.410. (5) The reactants are [NH2:1][C:2]1[C:3]([Cl:8])=[N:4][CH:5]=[CH:6][CH:7]=1.[N:9]([O-])=O.[Na+].O.O.[Sn](Cl)Cl.[OH-].[Na+]. The catalyst is Cl.O. The product is [Cl:8][C:3]1[C:2]([NH:1][NH2:9])=[CH:7][CH:6]=[CH:5][N:4]=1. The yield is 0.360. (6) The reactants are Br[C:2]1[CH:7]=[CH:6][C:5]([O:8][CH:9]([CH3:11])[CH3:10])=[CH:4][CH:3]=1.O1CCOCC1.[CH3:18][C:19]1([CH3:26])[C:23]([CH3:25])([CH3:24])[O:22][BH:21][O:20]1.C(N(CC)CC)C. The catalyst is C(OCC)(=O)C. The product is [CH3:18][C:19]1([CH3:26])[C:23]([CH3:25])([CH3:24])[O:22][B:21]([C:2]2[CH:7]=[CH:6][C:5]([O:8][CH:9]([CH3:11])[CH3:10])=[CH:4][CH:3]=2)[O:20]1. The yield is 0.470.